From a dataset of Forward reaction prediction with 1.9M reactions from USPTO patents (1976-2016). Predict the product of the given reaction. (1) Given the reactants Cl[C:2]1[CH:11]=[CH:10][N:9]=[C:8]2[C:3]=1[C:4]1[CH:16]=[CH:15][CH:14]=[CH:13][C:5]=1[C:6](=[O:12])[NH:7]2.F[C:18]1[CH:25]=[CH:24][C:21]([CH2:22][NH2:23])=[CH:20][CH:19]=1.C1(P(C2CCCCC2)C2C=CC=CC=2C2C(C(C)C)=CC(C(C)C)=CC=2C(C)C)CCCCC1.C[C:61](C)([O-:63])C.[Na+], predict the reaction product. The product is: [CH3:61][O:63][C:24]1[CH:25]=[CH:18][CH:19]=[CH:20][C:21]=1[CH2:22][NH:23][C:2]1[CH:11]=[CH:10][N:9]=[C:8]2[C:3]=1[C:4]1[CH:16]=[CH:15][CH:14]=[CH:13][C:5]=1[C:6](=[O:12])[NH:7]2. (2) Given the reactants [O:1]=[C:2]1[CH2:11][CH:10]([C:12]2[CH:13]=[C:14]([CH:17]=[CH:18][CH:19]=2)[C:15]#[N:16])[C:9]2[C:4](=[C:5]3[CH:23]=[CH:22][CH:21]=[CH:20][C:6]3=[CH:7][CH:8]=2)[NH:3]1.[N-:24]=[N+:25]=[N-:26].[Na+].[Cl-].[NH4+], predict the reaction product. The product is: [NH:24]1[C:15]([C:14]2[CH:13]=[C:12]([CH:10]3[C:9]4[C:4](=[C:5]5[CH:23]=[CH:22][CH:21]=[CH:20][C:6]5=[CH:7][CH:8]=4)[NH:3][C:2](=[O:1])[CH2:11]3)[CH:19]=[CH:18][CH:17]=2)=[N:16][N:26]=[N:25]1.